Task: Predict the reaction yield, written as a fraction of the theoretical maximum amount of product (1.0 means a 100% yield; for example, 0.34 means a 34% yield).. Dataset: Reaction yield outcomes from USPTO patents with 853,638 reactions (1) The reactants are C[O:2][C:3](=[O:27])[CH2:4][C:5]1[CH:10]=[CH:9][C:8]([C:11]#[C:12][C:13]2[CH:14]=[C:15]3[C:20](=[CH:21][CH:22]=2)[O:19][C:18]([CH3:24])([CH3:23])[CH2:17][C:16]3([CH3:26])[CH3:25])=[CH:7][CH:6]=1.[OH-].[Na+]. The catalyst is CO. The product is [CH3:23][C:18]1([CH3:24])[CH2:17][C:16]([CH3:25])([CH3:26])[C:15]2[C:20](=[CH:21][CH:22]=[C:13]([C:12]#[C:11][C:8]3[CH:7]=[CH:6][C:5]([CH2:4][C:3]([OH:27])=[O:2])=[CH:10][CH:9]=3)[CH:14]=2)[O:19]1. The yield is 0.820. (2) The reactants are [CH3:1][O:2][C:3]([C:5]1[N:6]=[CH:7][C:8]([N:11]2[CH2:16][CH2:15][N:14](C(OC(C)(C)C)=O)[CH2:13][C@H:12]2[CH3:24])=[N:9][CH:10]=1)=[O:4].Cl. The catalyst is CO. The product is [CH3:1][O:2][C:3]([C:5]1[N:6]=[CH:7][C:8]([N:11]2[CH2:16][CH2:15][NH:14][CH2:13][C@H:12]2[CH3:24])=[N:9][CH:10]=1)=[O:4]. The yield is 0.770. (3) The reactants are [CH3:1][O:2][C:3](=[O:16])[C:4]1[CH:9]=[C:8]([N+:10]([O-:12])=[O:11])[C:7]([NH2:13])=[C:6]([F:14])[C:5]=1F.[NH2:17][C:18]1[C:19]([CH3:24])=[CH:20][CH:21]=[CH:22][CH:23]=1. The catalyst is C(OCC)C. The product is [CH3:1][O:2][C:3](=[O:16])[C:4]1[CH:9]=[C:8]([N+:10]([O-:12])=[O:11])[C:7]([NH2:13])=[C:6]([F:14])[C:5]=1[NH:17][C:18]1[CH:23]=[CH:22][CH:21]=[CH:20][C:19]=1[CH3:24]. The yield is 0.680. (4) The reactants are B.CSC.[CH:5]1([C:11]2[C:12]3[CH:13]=[CH:14][C:15]([C:31]([O:33][CH3:34])=[O:32])=[CH:16][C:17]=3[N:18]3[C:25]=2[C:24]2[CH:26]=[CH:27][CH:28]=[CH:29][C:23]=2[O:22][CH2:21][C:20](=[CH2:30])[CH2:19]3)[CH2:10][CH2:9][CH2:8][CH2:7][CH2:6]1.[OH-:35].[Na+].OO. The catalyst is C1COCC1.CCOC(C)=O. The product is [CH:5]1([C:11]2[C:12]3[CH:13]=[CH:14][C:15]([C:31]([O:33][CH3:34])=[O:32])=[CH:16][C:17]=3[N:18]3[C:25]=2[C:24]2[CH:26]=[CH:27][CH:28]=[CH:29][C:23]=2[O:22][CH2:21][CH:20]([CH2:30][OH:35])[CH2:19]3)[CH2:6][CH2:7][CH2:8][CH2:9][CH2:10]1. The yield is 0.500. (5) The reactants are [CH:1]1([C:6]2[C:7]([OH:17])=[CH:8][C:9]([N+:14]([O-])=O)=[C:10]([CH:13]=2)[C:11]#[N:12])[CH2:5][CH2:4][CH2:3][CH2:2]1. The catalyst is C(O)C.[Pd]. The product is [NH2:14][C:9]1[CH:8]=[C:7]([OH:17])[C:6]([CH:1]2[CH2:2][CH2:3][CH2:4][CH2:5]2)=[CH:13][C:10]=1[C:11]#[N:12]. The yield is 1.00. (6) The reactants are [NH2:1][C:2]1[S:3][C:4]([NH2:17])=[C:5]([C:15]#[N:16])[CH:6]([C:10]2[O:11][CH:12]=[CH:13][CH:14]=2)[C:7]=1[C:8]#[N:9].[OH-].[NH4+]. The catalyst is C(O)C. The product is [NH2:1][C:2]1[NH:17][C:4](=[S:3])[C:5]([C:15]#[N:16])=[C:6]([C:10]2[O:11][CH:12]=[CH:13][CH:14]=2)[C:7]=1[C:8]#[N:9]. The yield is 0.550. (7) The reactants are Br[CH:2]1[CH2:6][CH2:5][O:4][C:3]1=[O:7].[SH:8][C:9]1[CH:14]=[CH:13][C:12]([CH2:15][OH:16])=[CH:11][CH:10]=1.C(N(CC)CC)C. The catalyst is C(Cl)Cl. The product is [OH:16][CH2:15][C:12]1[CH:13]=[CH:14][C:9]([S:8][CH:2]2[CH2:6][CH2:5][O:4][C:3]2=[O:7])=[CH:10][CH:11]=1. The yield is 0.720. (8) The reactants are [F:1][C:2]1[C:10]([C:11]2[CH:16]=[CH:15][CH:14]=[C:13]([F:17])[CH:12]=2)=[CH:9][C:8]([CH3:18])=[CH:7][C:3]=1[C:4]([OH:6])=O.C(Cl)(=O)C(Cl)=O.[NH2:25][C:26]1[C:27]([F:34])=[C:28]([OH:33])[CH:29]=[CH:30][C:31]=1[F:32].C([O-])(O)=O.[Na+]. The catalyst is C(Cl)Cl.CN(C=O)C.C1COCC1.O. The product is [F:34][C:27]1[C:28]([OH:33])=[CH:29][CH:30]=[C:31]([F:32])[C:26]=1[NH:25][C:4](=[O:6])[C:3]1[CH:7]=[C:8]([CH3:18])[CH:9]=[C:10]([C:11]2[CH:16]=[CH:15][CH:14]=[C:13]([F:17])[CH:12]=2)[C:2]=1[F:1]. The yield is 0.240. (9) The reactants are [CH3:1][O:2][C:3]1[CH:8]=[CH:7][C:6](B(O)O)=[CH:5][CH:4]=1.I[C:13]1[C:21]2[C:16](=[N:17][CH:18]=[N:19][C:20]=2[NH2:22])[N:15]([CH:23]([CH3:25])[CH3:24])[N:14]=1.C([O-])([O-])=O.[Na+].[Na+]. The catalyst is CCO.COCCOC.C1C=CC([P]([Pd]([P](C2C=CC=CC=2)(C2C=CC=CC=2)C2C=CC=CC=2)([P](C2C=CC=CC=2)(C2C=CC=CC=2)C2C=CC=CC=2)[P](C2C=CC=CC=2)(C2C=CC=CC=2)C2C=CC=CC=2)(C2C=CC=CC=2)C2C=CC=CC=2)=CC=1. The product is [CH:23]([N:15]1[C:16]2=[N:17][CH:18]=[N:19][C:20]([NH2:22])=[C:21]2[C:13]([C:6]2[CH:7]=[CH:8][C:3]([O:2][CH3:1])=[CH:4][CH:5]=2)=[N:14]1)([CH3:25])[CH3:24]. The yield is 0.160.